Predict the reactants needed to synthesize the given product. From a dataset of Full USPTO retrosynthesis dataset with 1.9M reactions from patents (1976-2016). (1) Given the product [CH:9]([NH:8][CH2:12][C:13]1[CH:14]=[CH:15][C:16]([C:17]#[N:18])=[CH:19][CH:20]=1)([CH3:11])[CH3:10], predict the reactants needed to synthesize it. The reactants are: C(OC([N:8]([CH2:12][C:13]1[CH:20]=[CH:19][C:16]([CH2:17][NH2:18])=[CH:15][CH:14]=1)[CH:9]([CH3:11])[CH3:10])=O)(C)(C)C.B.CSC.C(OC(N(CC1C=CC(C#N)=CC=1)C(C)C)=O)(C)(C)C.OS([O-])(=O)=O.[K+].[OH-].[Na+]. (2) Given the product [CH:1]1([CH2:6][C@H:7]([N:21]2[CH2:25][C:24]([O:35][C@@H:33]([CH3:34])[CH2:32][O:31][CH3:30])=[CH:23][C:22]2=[O:28])[C:8]([NH:10][C:11]2[CH:15]=[CH:14][N:13]([CH2:16][C:17]([OH:20])([CH3:18])[CH3:19])[N:12]=2)=[O:9])[CH2:5][CH2:4][CH2:3][CH2:2]1, predict the reactants needed to synthesize it. The reactants are: [CH:1]1([CH2:6][C@H:7]([N:21]2[CH2:25][C:24](OC)=[CH:23][C:22]2=[O:28])[C:8]([NH:10][C:11]2[CH:15]=[CH:14][N:13]([CH2:16][C:17]([OH:20])([CH3:19])[CH3:18])[N:12]=2)=[O:9])[CH2:5][CH2:4][CH2:3][CH2:2]1.Cl.[CH3:30][O:31][CH2:32][C@@H:33]([OH:35])[CH3:34].O.C1(C)C=CC(S(O)(=O)=O)=CC=1. (3) Given the product [NH2:18][C:13]1[C:14]([O:16][CH3:17])=[CH:15][C:10]([Cl:9])=[CH:11][C:12]=1[CH:26]([C:28]1[CH:33]=[CH:32][CH:31]=[C:30]([O:34][CH3:35])[C:29]=1[O:36][CH3:37])[OH:27], predict the reactants needed to synthesize it. The reactants are: O1CCOCC1.CO.[Cl:9][C:10]1[CH:15]=[C:14]([O:16][CH3:17])[C:13]([NH:18]C(=O)OC(C)(C)C)=[C:12]([CH:26]([C:28]2[CH:33]=[CH:32][CH:31]=[C:30]([O:34][CH3:35])[C:29]=2[O:36][CH3:37])[OH:27])[CH:11]=1.[OH-].[K+]. (4) Given the product [F:1][C:2]([F:20])([C:14]1[CH:19]=[CH:18][CH:17]=[CH:16][CH:15]=1)[CH2:3][O:4][C:5]1[CH:6]=[C:7]([CH2:11][CH2:12][NH2:13])[CH:8]=[CH:9][CH:10]=1, predict the reactants needed to synthesize it. The reactants are: [F:1][C:2]([F:20])([C:14]1[CH:19]=[CH:18][CH:17]=[CH:16][CH:15]=1)[CH2:3][O:4][C:5]1[CH:6]=[C:7]([CH2:11][C:12]#[N:13])[CH:8]=[CH:9][CH:10]=1.Cl. (5) The reactants are: [C:1]([NH:4][C:5]1[CH:10]=[C:9]([C:11]2[CH:16]=[CH:15][C:14]([Cl:17])=[C:13]([F:18])[C:12]=2[CH:19]=O)[N:8]=[C:7]([C:21]([O:23][CH3:24])=[O:22])[C:6]=1[Cl:25])(=[O:3])[CH3:2].[H-].[Na+].O1CCC[CH2:29]1. Given the product [C:1]([NH:4][C:5]1[CH:10]=[C:9]([C:11]2[CH:16]=[CH:15][C:14]([Cl:17])=[C:13]([F:18])[C:12]=2[CH:19]=[CH2:29])[N:8]=[C:7]([C:21]([O:23][CH3:24])=[O:22])[C:6]=1[Cl:25])(=[O:3])[CH3:2], predict the reactants needed to synthesize it. (6) Given the product [Br:1][C:2]1[C:3]2[C:4](=[N:11][O:10][N:9]=2)[CH:5]=[CH:6][CH:7]=1, predict the reactants needed to synthesize it. The reactants are: [Br:1][C:2]1[CH:7]=[CH:6][CH:5]=[C:4](Br)[C:3]=1[N:9]=[O:10].[N-:11]=[N+]=[N-].[Na+].